Dataset: NCI-60 drug combinations with 297,098 pairs across 59 cell lines. Task: Regression. Given two drug SMILES strings and cell line genomic features, predict the synergy score measuring deviation from expected non-interaction effect. (1) Drug 1: CC1=C(N=C(N=C1N)C(CC(=O)N)NCC(C(=O)N)N)C(=O)NC(C(C2=CN=CN2)OC3C(C(C(C(O3)CO)O)O)OC4C(C(C(C(O4)CO)O)OC(=O)N)O)C(=O)NC(C)C(C(C)C(=O)NC(C(C)O)C(=O)NCCC5=NC(=CS5)C6=NC(=CS6)C(=O)NCCC[S+](C)C)O. Drug 2: COC1=C2C(=CC3=C1OC=C3)C=CC(=O)O2. Cell line: MDA-MB-231. Synergy scores: CSS=18.6, Synergy_ZIP=-0.0740, Synergy_Bliss=5.13, Synergy_Loewe=-7.36, Synergy_HSA=2.73. (2) Drug 1: CC12CCC3C(C1CCC2OP(=O)(O)O)CCC4=C3C=CC(=C4)OC(=O)N(CCCl)CCCl.[Na+]. Drug 2: CC1C(C(CC(O1)OC2CC(CC3=C2C(=C4C(=C3O)C(=O)C5=C(C4=O)C(=CC=C5)OC)O)(C(=O)CO)O)N)O.Cl. Cell line: MALME-3M. Synergy scores: CSS=59.8, Synergy_ZIP=0.390, Synergy_Bliss=5.35, Synergy_Loewe=-12.4, Synergy_HSA=6.00. (3) Drug 1: C1CCN(CC1)CCOC2=CC=C(C=C2)C(=O)C3=C(SC4=C3C=CC(=C4)O)C5=CC=C(C=C5)O. Drug 2: C(=O)(N)NO. Cell line: EKVX. Synergy scores: CSS=0.0150, Synergy_ZIP=0.127, Synergy_Bliss=-1.57, Synergy_Loewe=-2.09, Synergy_HSA=-2.37. (4) Drug 1: CN1C2=C(C=C(C=C2)N(CCCl)CCCl)N=C1CCCC(=O)O.Cl. Drug 2: CCC1(C2=C(COC1=O)C(=O)N3CC4=CC5=C(C=CC(=C5CN(C)C)O)N=C4C3=C2)O.Cl. Cell line: UACC-257. Synergy scores: CSS=8.99, Synergy_ZIP=-3.96, Synergy_Bliss=-2.10, Synergy_Loewe=-8.23, Synergy_HSA=-0.737. (5) Drug 1: CC1=C(C(=CC=C1)Cl)NC(=O)C2=CN=C(S2)NC3=CC(=NC(=N3)C)N4CCN(CC4)CCO. Drug 2: C(CCl)NC(=O)N(CCCl)N=O. Cell line: SNB-75. Synergy scores: CSS=8.29, Synergy_ZIP=-3.68, Synergy_Bliss=-2.03, Synergy_Loewe=-24.1, Synergy_HSA=-1.88. (6) Drug 1: C1=CC(=CC=C1CCC2=CNC3=C2C(=O)NC(=N3)N)C(=O)NC(CCC(=O)O)C(=O)O. Drug 2: C1=CN(C(=O)N=C1N)C2C(C(C(O2)CO)O)O.Cl. Cell line: BT-549. Synergy scores: CSS=38.8, Synergy_ZIP=-7.15, Synergy_Bliss=-3.67, Synergy_Loewe=-7.11, Synergy_HSA=0.338. (7) Drug 1: C1CCC(CC1)NC(=O)N(CCCl)N=O. Drug 2: C1=CC=C(C(=C1)C(C2=CC=C(C=C2)Cl)C(Cl)Cl)Cl. Cell line: NCI-H226. Synergy scores: CSS=11.9, Synergy_ZIP=3.54, Synergy_Bliss=6.30, Synergy_Loewe=-1.25, Synergy_HSA=5.74.